From a dataset of Forward reaction prediction with 1.9M reactions from USPTO patents (1976-2016). Predict the product of the given reaction. (1) Given the reactants Cl[C:2]1[N:7]=[CH:6][C:5]([C:8]2[O:12][N:11]=[C:10]([C:13]3[CH:21]=[CH:20][C:19]4[NH:18][C:17]5[CH:22]([CH2:25][C:26]([O:28]CC)=[O:27])[CH2:23][CH2:24][C:16]=5[C:15]=4[CH:14]=3)[N:9]=2)=[CH:4][CH:3]=1.[CH3:31][CH:32]([OH:34])[CH3:33].CC([O-])(C)C.[K+].[OH-].[Na+], predict the reaction product. The product is: [CH:32]([O:34][C:2]1[N:7]=[CH:6][C:5]([C:8]2[O:12][N:11]=[C:10]([C:13]3[CH:21]=[CH:20][C:19]4[NH:18][C:17]5[CH:22]([CH2:25][C:26]([OH:28])=[O:27])[CH2:23][CH2:24][C:16]=5[C:15]=4[CH:14]=3)[N:9]=2)=[CH:4][CH:3]=1)([CH3:33])[CH3:31]. (2) Given the reactants [F:1][C:2]1[C:13]([F:14])=[C:12]([F:15])[CH:11]=[CH:10][C:3]=1[NH:4][C@@H:5]([CH3:9])[C:6]([OH:8])=[O:7].Cl.[CH2:17](O)[CH3:18], predict the reaction product. The product is: [F:1][C:2]1[C:13]([F:14])=[C:12]([F:15])[CH:11]=[CH:10][C:3]=1[NH:4][C@@H:5]([CH3:9])[C:6]([O:8][CH2:17][CH3:18])=[O:7]. (3) Given the reactants [CH3:1][C:2]1[S:3][C:4]2[CH:10]=[CH:9][C:8]([C:11]([OH:13])=O)=[CH:7][C:5]=2[N:6]=1.[CH3:14][C:15]1[CH:21]=[C:20]([C:22]([F:25])([F:24])[F:23])[CH:19]=[CH:18][C:16]=1[NH2:17].C(Cl)CCl, predict the reaction product. The product is: [CH3:1][C:2]1[S:3][C:4]2[CH:10]=[CH:9][C:8]([C:11]([NH:17][C:16]3[CH:18]=[CH:19][C:20]([C:22]([F:23])([F:24])[F:25])=[CH:21][C:15]=3[CH3:14])=[O:13])=[CH:7][C:5]=2[N:6]=1. (4) Given the reactants C(N[C:5]1[C:6](=[O:23])[O:7][C:8]2[C:13]([CH:14]=1)=[CH:12][C:11]([O:15]C(=O)C)=[C:10]([O:19]C(=O)C)[CH:9]=2)(=O)C.CC(O)=[O:26], predict the reaction product. The product is: [OH:26][C:5]1[C:6](=[O:23])[O:7][C:8]2[C:13]([CH:14]=1)=[CH:12][C:11]([OH:15])=[C:10]([OH:19])[CH:9]=2.